This data is from NCI-60 drug combinations with 297,098 pairs across 59 cell lines. The task is: Regression. Given two drug SMILES strings and cell line genomic features, predict the synergy score measuring deviation from expected non-interaction effect. Drug 1: CCCCC(=O)OCC(=O)C1(CC(C2=C(C1)C(=C3C(=C2O)C(=O)C4=C(C3=O)C=CC=C4OC)O)OC5CC(C(C(O5)C)O)NC(=O)C(F)(F)F)O. Drug 2: C1C(C(OC1N2C=NC3=C2NC=NCC3O)CO)O. Cell line: ACHN. Synergy scores: CSS=43.9, Synergy_ZIP=2.53, Synergy_Bliss=2.38, Synergy_Loewe=-2.38, Synergy_HSA=2.47.